From a dataset of Reaction yield outcomes from USPTO patents with 853,638 reactions. Predict the reaction yield, written as a fraction of the theoretical maximum amount of product (1.0 means a 100% yield; for example, 0.34 means a 34% yield). The reactants are C([Sn](CCCC)(CCCC)[C:6]1[S:10][CH:9]=[N:8][CH:7]=1)CCC.Br[C:20]1[N:25]=[C:24]([NH:26][C:27]2[CH:32]=[C:31]([C:33]3[CH:34]=[N:35][N:36]([CH2:38][C:39]4[CH:44]=[CH:43][C:42]([O:45][CH3:46])=[CH:41][CH:40]=4)[CH:37]=3)[CH:30]=[CH:29][N:28]=2)[CH:23]=[C:22]([CH3:47])[CH:21]=1. The catalyst is C1(C)C=CC=CC=1.[Pd].C1(P(C2C=CC=CC=2)C2C=CC=CC=2)C=CC=CC=1.C1(P(C2C=CC=CC=2)C2C=CC=CC=2)C=CC=CC=1.C1(P(C2C=CC=CC=2)C2C=CC=CC=2)C=CC=CC=1.C1(P(C2C=CC=CC=2)C2C=CC=CC=2)C=CC=CC=1. The product is [CH3:46][O:45][C:42]1[CH:41]=[CH:40][C:39]([CH2:38][N:36]2[CH:37]=[C:33]([C:31]3[CH:30]=[CH:29][N:28]=[C:27]([NH:26][C:24]4[CH:23]=[C:22]([CH3:47])[CH:21]=[C:20]([C:6]5[S:10][CH:9]=[N:8][CH:7]=5)[N:25]=4)[CH:32]=3)[CH:34]=[N:35]2)=[CH:44][CH:43]=1. The yield is 0.593.